This data is from Full USPTO retrosynthesis dataset with 1.9M reactions from patents (1976-2016). The task is: Predict the reactants needed to synthesize the given product. (1) Given the product [CH3:1][O:2][C:3]([C:5]1[CH:6]=[CH:7][C:8]([C:11]2[CH:16]=[CH:15][C:14]([CH:17]([C:28]3[CH:33]=[CH:32][CH:31]=[CH:30][C:29]=3[CH3:34])[CH2:18][C:19](=[N:37][OH:38])[C:21]3[CH:26]=[CH:25][N:24]=[C:23]([CH3:27])[CH:22]=3)=[CH:13][CH:12]=2)=[CH:9][C:10]=1[Cl:36])=[O:4], predict the reactants needed to synthesize it. The reactants are: [CH3:1][O:2][C:3]([C:5]1[CH:10]=[CH:9][C:8]([C:11]2[CH:16]=[CH:15][C:14]([CH:17]([C:28]3[CH:33]=[CH:32][CH:31]=[CH:30][C:29]=3[CH3:34])[CH2:18][C:19]([C:21]3[CH:26]=[CH:25][N:24]=[C:23]([CH3:27])[CH:22]=3)=O)=[CH:13][CH:12]=2)=[CH:7][C:6]=1Cl)=[O:4].[ClH:36].[NH2:37][OH:38].C([O-])(O)=O.[Na+]. (2) Given the product [ClH:2].[CH2:5]([CH:7]1[CH:10]([CH2:11][CH3:12])[CH2:9][N:8]1[CH2:14][CH2:15][NH2:16])[CH3:6], predict the reactants needed to synthesize it. The reactants are: [Al+3].[Cl-:2].[Cl-].[Cl-].[CH2:5]([CH:7]1[CH:10]([CH2:11][CH3:12])[C:9](=O)[N:8]1[CH2:14][C:15]#[N:16])[CH3:6].[C@H](O)(C([O-])=O)[C@@H](O)C([O-])=O.[Na+].[K+]. (3) Given the product [NH2:8][C:9]1[N:17]=[CH:16][N:15]=[C:14]2[C:10]=1[NH:11][C:12](=[O:33])[N:13]2[C:18]1[CH:19]=[CH:20][C:21]([N:24]([CH3:32])[C:25](=[O:31])[O:26][C:27]([CH3:28])([CH3:29])[CH3:30])=[CH:22][CH:23]=1, predict the reactants needed to synthesize it. The reactants are: C([N:8](CC1C=CC=CC=1)[C:9]1[N:17]=[CH:16][N:15]=[C:14]2[C:10]=1[NH:11][C:12](=[O:33])[N:13]2[C:18]1[CH:23]=[CH:22][C:21]([N:24]([CH3:32])[C:25](=[O:31])[O:26][C:27]([CH3:30])([CH3:29])[CH3:28])=[CH:20][CH:19]=1)C1C=CC=CC=1.Cl. (4) Given the product [CH:24]([C@@H:25]1[CH2:31][C@H:30]2[C@H:28]([CH2:29]2)[CH2:27][N:26]1[C:32]([O:34][C:35]([CH3:38])([CH3:37])[CH3:36])=[O:33])=[O:23], predict the reactants needed to synthesize it. The reactants are: CC(OI1(OC(C)=O)(OC(C)=O)OC(=O)C2C=CC=CC1=2)=O.[OH:23][CH2:24][C@@H:25]1[CH2:31][C@H:30]2[C@H:28]([CH2:29]2)[CH2:27][N:26]1[C:32]([O:34][C:35]([CH3:38])([CH3:37])[CH3:36])=[O:33]. (5) The reactants are: [F:1][C:2]([F:21])([F:20])[O:3][C:4]1[CH:9]=[CH:8][CH:7]=[CH:6][C:5]=1[C:10]1[CH:15]=[CH:14][N:13]=[C:12]([C:16](=[N:18][OH:19])[NH2:17])[CH:11]=1.[C:22](N1C=CN=C1)(N1C=CN=C1)=[O:23].N12CCCN=C1CCCCC2.Cl. Given the product [F:21][C:2]([F:20])([F:1])[O:3][C:4]1[CH:9]=[CH:8][CH:7]=[CH:6][C:5]=1[C:10]1[CH:15]=[CH:14][N:13]=[C:12]([C:16]2[NH:18][O:19][C:22](=[O:23])[N:17]=2)[CH:11]=1, predict the reactants needed to synthesize it. (6) The reactants are: [Br:1][C:2]1[CH:6]=[C:5]([C:7]([O:9]CC)=[O:8])[N:4]([C:12]2[C:17]([Cl:18])=[CH:16][C:15]([Cl:19])=[CH:14][N:13]=2)[N:3]=1.CO.[OH-].[Na+]. Given the product [Br:1][C:2]1[CH:6]=[C:5]([C:7]([OH:9])=[O:8])[N:4]([C:12]2[C:17]([Cl:18])=[CH:16][C:15]([Cl:19])=[CH:14][N:13]=2)[N:3]=1, predict the reactants needed to synthesize it.